This data is from Reaction yield outcomes from USPTO patents with 853,638 reactions. The task is: Predict the reaction yield, written as a fraction of the theoretical maximum amount of product (1.0 means a 100% yield; for example, 0.34 means a 34% yield). (1) The reactants are C([O:4][C:5]1[CH:13]=[CH:12][C:11]([Cl:14])=[CH:10][C:6]=1[C:7]([OH:9])=O)(=O)C.[NH2:15][C@@H:16]([CH2:34][CH:35]([CH3:37])[CH3:36])[C:17]([NH:19][C:20]1[CH:25]=[C:24]([C:26]([F:29])([F:28])[F:27])[CH:23]=[C:22]([C:30]([F:33])([F:32])[F:31])[CH:21]=1)=[O:18]. No catalyst specified. The product is [Cl:14][C:11]1[CH:12]=[CH:13][C:5]([OH:4])=[C:6]([CH:10]=1)[C:7]([NH:15][C@H:16]([C:17](=[O:18])[NH:19][C:20]1[CH:25]=[C:24]([C:26]([F:28])([F:29])[F:27])[CH:23]=[C:22]([C:30]([F:31])([F:32])[F:33])[CH:21]=1)[CH2:34][CH:35]([CH3:36])[CH3:37])=[O:9]. The yield is 0.248. (2) The reactants are [Cl:1][C:2]1[CH:7]=[CH:6][N:5]2[N:8]=[CH:9][C:10]([C:11](Cl)=[O:12])=[C:4]2[N:3]=1.[Cl:14][C:15]1[CH:16]=[C:17]([N:21]2[C:25]([NH2:26])=[CH:24][C:23]([CH3:27])=[N:22]2)[CH:18]=[CH:19][CH:20]=1.C(N(CC)C(C)C)(C)C. The catalyst is ClCCl. The product is [Cl:1][C:2]1[CH:7]=[CH:6][N:5]2[N:8]=[CH:9][C:10]([C:11]([NH:26][C:25]3[N:21]([C:17]4[CH:18]=[CH:19][CH:20]=[C:15]([Cl:14])[CH:16]=4)[N:22]=[C:23]([CH3:27])[CH:24]=3)=[O:12])=[C:4]2[N:3]=1. The yield is 0.930. (3) The reactants are [C:1]([O:5][C:6]([NH:8][C@H:9]1[CH2:13][CH2:12][CH2:11][C@@H:10]1[C:14](O)=[O:15])=[O:7])([CH3:4])([CH3:3])[CH3:2].B.C1COCC1. The catalyst is C1COCC1. The product is [OH:15][CH2:14][C@H:10]1[CH2:11][CH2:12][CH2:13][C@@H:9]1[NH:8][C:6](=[O:7])[O:5][C:1]([CH3:3])([CH3:2])[CH3:4]. The yield is 0.830. (4) The reactants are [NH2:1][CH2:2][C:3]1[N:4]=[C:5]([NH:8][C:9]([NH:11][C:12]2[CH:17]=[CH:16][C:15]([CH3:18])=[CH:14][C:13]=2[C:19]([CH:21]2[CH2:25][CH2:24][CH2:23][CH2:22]2)=[O:20])=[O:10])[S:6][CH:7]=1.[CH3:26][S:27]([CH2:30][C:31](O)=[O:32])(=[O:29])=[O:28]. No catalyst specified. The product is [CH:21]1([C:19]([C:13]2[CH:14]=[C:15]([CH3:18])[CH:16]=[CH:17][C:12]=2[NH:11][C:9](=[O:10])[NH:8][C:5]2[S:6][CH:7]=[C:3]([CH2:2][NH:1][C:31](=[O:32])[CH2:30][S:27]([CH3:26])(=[O:29])=[O:28])[N:4]=2)=[O:20])[CH2:25][CH2:24][CH2:23][CH2:22]1. The yield is 0.840. (5) The reactants are [CH:1]([S:4][C:5]1[CH:10]=[CH:9][C:8]([N+:11]([O-:13])=[O:12])=[CH:7][C:6]=1[C@H:14]([NH:20][S@](C1C=CC(C)=CC=1)=O)[CH2:15][C:16]([O:18][CH3:19])=[O:17])([CH3:3])[CH3:2].C(O)(C(F)(F)F)=O. The catalyst is CO. The product is [NH2:20][C@@H:14]([C:6]1[CH:7]=[C:8]([N+:11]([O-:13])=[O:12])[CH:9]=[CH:10][C:5]=1[S:4][CH:1]([CH3:3])[CH3:2])[CH2:15][C:16]([O:18][CH3:19])=[O:17]. The yield is 0.580. (6) The catalyst is O1CCCC1.CO.[Zn]. The product is [CH3:1][O:2][C:3]1[CH:4]=[CH:5][C:6]([CH2:7][NH:8][C:9]2[CH:18]=[CH:17][C:16]3[C:11](=[CH:12][CH:13]=[C:14]([NH2:19])[CH:15]=3)[N:10]=2)=[CH:22][CH:23]=1. The reactants are [CH3:1][O:2][C:3]1[CH:23]=[CH:22][C:6]([CH2:7][NH:8][C:9]2[CH:18]=[CH:17][C:16]3[C:11](=[CH:12][CH:13]=[C:14]([N+:19]([O-])=O)[CH:15]=3)[N:10]=2)=[CH:5][CH:4]=1.[Cl-].[NH4+]. The yield is 0.577.